From a dataset of Full USPTO retrosynthesis dataset with 1.9M reactions from patents (1976-2016). Predict the reactants needed to synthesize the given product. (1) The reactants are: O([C:9]([O:11][C:12]([CH3:15])([CH3:14])[CH3:13])=[O:10])[C:9]([O:11][C:12]([CH3:15])([CH3:14])[CH3:13])=[O:10].[CH2:16]([O:18][P:19]([CH2:24][CH2:25][NH:26][CH:27]1[CH2:32][CH2:31][N:30]([CH2:33][C:34]2[CH:39]=[CH:38][CH:37]=[CH:36][CH:35]=2)[CH2:29][CH2:28]1)(=[O:23])[O:20][CH2:21][CH3:22])[CH3:17]. Given the product [CH2:16]([O:18][P:19]([CH2:24][CH2:25][N:26]([CH:27]1[CH2:32][CH2:31][N:30]([CH2:33][C:34]2[CH:39]=[CH:38][CH:37]=[CH:36][CH:35]=2)[CH2:29][CH2:28]1)[C:9]([O:11][C:12]([CH3:13])([CH3:14])[CH3:15])=[O:10])(=[O:23])[O:20][CH2:21][CH3:22])[CH3:17], predict the reactants needed to synthesize it. (2) Given the product [Br:48][C:4]1[CH:3]=[CH:2][CH:7]=[CH:6][C:5]=1[C:8]1[NH:12][C:11]2[CH:25]=[C:26]([F:30])[C:27]([F:29])=[CH:28][C:10]=2[N:9]=1, predict the reactants needed to synthesize it. The reactants are: Cl[C:2]1[CH:7]=[CH:6][C:5]([C:8]2[N:12](CC3C=CC(CCC(O)=O)=CC=3)[C:11]3[CH:25]=[C:26]([F:30])[C:27]([F:29])=[CH:28][C:10]=3[N:9]=2)=[C:4](OCC2CCCC2)[CH:3]=1.FC1C=C(N)C(N)=CC=1F.[Br:48]C1C=CC=CC=1C(O)=O. (3) Given the product [CH2:1]([N:3]1[CH2:15][CH2:14][C:6]2[N:7]([C:18]3[CH:23]=[CH:22][CH:21]=[CH:20][N:19]=3)[C:8]3[CH:9]=[CH:10][CH:11]=[CH:12][C:13]=3[C:5]=2[CH2:4]1)[CH3:2], predict the reactants needed to synthesize it. The reactants are: [CH2:1]([N:3]1[CH2:15][CH2:14][C:6]2[NH:7][C:8]3[CH:9]=[CH:10][CH:11]=[CH:12][C:13]=3[C:5]=2[CH2:4]1)[CH3:2].C([C:18]1[CH:23]=[CH:22][CH:21]=[CH:20][N:19]=1)=C.[Na].FC(F)(F)C([O-])=O.